From a dataset of Forward reaction prediction with 1.9M reactions from USPTO patents (1976-2016). Predict the product of the given reaction. Given the reactants CN(C(ON1N=NC2C=CC=NC1=2)=[N+](C)C)C.F[P-](F)(F)(F)(F)F.CCN(C(C)C)C(C)C.[C:34]([C:37]1[CH:38]=[N:39][C:40]2[C:45]([C:46]=1[NH:47][C:48]1[CH:53]=[CH:52][CH:51]=[C:50]([O:54][CH3:55])[CH:49]=1)=[CH:44][C:43]([S:56]([C:59]1[CH:60]=[C:61]([CH:65]=[CH:66][CH:67]=1)[C:62](O)=[O:63])(=[O:58])=[O:57])=[CH:42][C:41]=2[CH3:68])(=[O:36])[NH2:35].[NH2:69][C:70]1[CH:75]=[CH:74][C:73]([C:76]2([CH2:81][CH2:82][CH2:83][CH2:84][N:85]([CH2:93][C@H:94]([O:107][Si:108]([C:111]([CH3:114])([CH3:113])[CH3:112])([CH3:110])[CH3:109])[C:95]3[CH:104]=[CH:103][C:102]([OH:105])=[C:101]4[C:96]=3[CH:97]=[CH:98][C:99](=[O:106])[NH:100]4)[C:86](=[O:92])[O:87][C:88]([CH3:91])([CH3:90])[CH3:89])[S:80][CH2:79][CH2:78][S:77]2)=[CH:72][CH:71]=1, predict the reaction product. The product is: [Si:108]([O:107][C@H:94]([C:95]1[CH:104]=[CH:103][C:102]([OH:105])=[C:101]2[C:96]=1[CH:97]=[CH:98][C:99](=[O:106])[NH:100]2)[CH2:93][N:85]([CH2:84][CH2:83][CH2:82][CH2:81][C:76]1([C:73]2[CH:74]=[CH:75][C:70]([NH:69][C:62](=[O:63])[C:61]3[CH:65]=[CH:66][CH:67]=[C:59]([S:56]([C:43]4[CH:44]=[C:45]5[C:40](=[C:41]([CH3:68])[CH:42]=4)[N:39]=[CH:38][C:37]([C:34](=[O:36])[NH2:35])=[C:46]5[NH:47][C:48]4[CH:53]=[CH:52][CH:51]=[C:50]([O:54][CH3:55])[CH:49]=4)(=[O:57])=[O:58])[CH:60]=3)=[CH:71][CH:72]=2)[S:80][CH2:79][CH2:78][S:77]1)[C:86](=[O:92])[O:87][C:88]([CH3:91])([CH3:90])[CH3:89])([C:111]([CH3:114])([CH3:113])[CH3:112])([CH3:110])[CH3:109].